From a dataset of Forward reaction prediction with 1.9M reactions from USPTO patents (1976-2016). Predict the product of the given reaction. (1) Given the reactants [NH2:1][C:2]1[CH:16]=[CH:15][C:5]([CH2:6][NH:7][C:8](=[O:14])[O:9][C:10]([CH3:13])([CH3:12])[CH3:11])=[CH:4][CH:3]=1.Cl[CH:18](C1C=CC=C(CC)C=1)[C:19]1[N:23]([CH3:24])[N:22]=[C:21]([C:25]2[CH:30]=[CH:29][CH:28]=[CH:27][CH:26]=2)[N:20]=1.CCN([CH2:44][CH3:45])CC, predict the reaction product. The product is: [CH2:15]([C:16]1[CH:2]=[C:3]([N:1]([CH2:18][C:19]2[N:23]([CH3:24])[N:22]=[C:21]([C:25]3[CH:26]=[CH:27][CH:28]=[CH:29][CH:30]=3)[N:20]=2)[C:2]2[CH:16]=[CH:15][C:5]([CH2:6][NH:7][C:8](=[O:14])[O:9][C:10]([CH3:12])([CH3:13])[CH3:11])=[CH:4][CH:3]=2)[CH:4]=[CH:44][CH:45]=1)[CH3:5]. (2) The product is: [CH3:1][O:2][C:3](=[O:32])[C:4]1[CH:9]=[CH:8][C:7]([NH2:10])=[CH:6][C:5]=1[NH:13][C:14]1[C:23]2[C:18](=[CH:19][CH:20]=[C:21]([O:24][Si:25]([C:28]([CH3:30])([CH3:29])[CH3:31])([CH3:26])[CH3:27])[CH:22]=2)[CH:17]=[CH:16][CH:15]=1. Given the reactants [CH3:1][O:2][C:3](=[O:32])[C:4]1[CH:9]=[CH:8][C:7]([N+:10]([O-])=O)=[CH:6][C:5]=1[NH:13][C:14]1[C:23]2[C:18](=[CH:19][CH:20]=[C:21]([O:24][Si:25]([C:28]([CH3:31])([CH3:30])[CH3:29])([CH3:27])[CH3:26])[CH:22]=2)[CH:17]=[CH:16][CH:15]=1.[Cl-].[NH4+].O, predict the reaction product. (3) Given the reactants [CH2:1]([O:8][C:9]1[CH:14]=[CH:13][CH:12]=[CH:11][C:10]=1[OH:15])[C:2]1[CH:7]=[CH:6][CH:5]=[CH:4][CH:3]=1.[H-].[Na+].Br[CH2:19][CH2:20][O:21][CH:22]1[CH2:27][CH2:26][CH2:25][CH2:24][O:23]1.O, predict the reaction product. The product is: [CH2:1]([O:8][C:9]1[CH:14]=[CH:13][CH:12]=[CH:11][C:10]=1[O:15][CH2:19][CH2:20][O:21][CH:22]1[CH2:27][CH2:26][CH2:25][CH2:24][O:23]1)[C:2]1[CH:3]=[CH:4][CH:5]=[CH:6][CH:7]=1. (4) Given the reactants [C:1]([C:3]1[CH:8]=[CH:7][CH:6]=[CH:5][N:4]=1)#[N:2].[OH2:9], predict the reaction product. The product is: [N:4]1[CH:5]=[CH:6][CH:7]=[CH:8][C:3]=1[C:1]([NH2:2])=[O:9]. (5) The product is: [Br:9][C:5]1[CH:6]=[C:7]2[NH:8][CH:10]=[N:1][C:2]2=[N:3][CH:4]=1. Given the reactants [NH2:1][C:2]1[C:7]([NH2:8])=[CH:6][C:5]([Br:9])=[CH:4][N:3]=1.[CH:10](O)=O, predict the reaction product.